This data is from Catalyst prediction with 721,799 reactions and 888 catalyst types from USPTO. The task is: Predict which catalyst facilitates the given reaction. Reactant: Cl.[NH:2]1[CH2:6][CH2:5][C@@H:4]([CH2:7][C:8]2[N:9]([C:14]3[CH:19]=[CH:18][C:17]([C:20]4[CH:29]=[C:28]5[C:23]([CH:24]=[CH:25][CH:26]=[N:27]5)=[CH:22][CH:21]=4)=[CH:16][CH:15]=3)[C:10](=[O:13])[NH:11][N:12]=2)[CH2:3]1.C(N(CC)C(C)C)(C)C.[N:39]1([C:45](Cl)=[O:46])[CH2:44][CH2:43][O:42][CH2:41][CH2:40]1. Product: [N:39]1([C:45]([N:2]2[CH2:6][CH2:5][C@@H:4]([CH2:7][C:8]3[N:9]([C:14]4[CH:15]=[CH:16][C:17]([C:20]5[CH:29]=[C:28]6[C:23]([CH:24]=[CH:25][CH:26]=[N:27]6)=[CH:22][CH:21]=5)=[CH:18][CH:19]=4)[C:10](=[O:13])[NH:11][N:12]=3)[CH2:3]2)=[O:46])[CH2:44][CH2:43][O:42][CH2:41][CH2:40]1. The catalyst class is: 4.